This data is from Forward reaction prediction with 1.9M reactions from USPTO patents (1976-2016). The task is: Predict the product of the given reaction. (1) Given the reactants FC(F)(F)C(O)=O.[C:8]([O:12][C:13]([N:15]1[CH2:20][CH2:19][O:18][CH2:17][C@H:16]1[C:21]([OH:23])=[O:22])=[O:14])([CH3:11])(C)C.C(Cl)(OCC1[C:40]2[C:35](=[CH:36][CH:37]=[CH:38][CH:39]=2)[C:34]2[C:29]1=[CH:30][CH:31]=[CH:32][CH:33]=2)=O.C([O-])([O-])=O.[K+].[K+], predict the reaction product. The product is: [CH:39]1[C:40]2[CH:11]([CH2:8][O:12][C:13]([N:15]3[CH2:20][CH2:19][O:18][CH2:17][C@H:16]3[C:21]([OH:23])=[O:22])=[O:14])[C:29]3[C:34](=[CH:33][CH:32]=[CH:31][CH:30]=3)[C:35]=2[CH:36]=[CH:37][CH:38]=1. (2) Given the reactants [C:1]1([S:7][C:8]2[CH:13]=[CH:12][N:11]=[C:10]([NH:14][C:15]3[CH:20]=[CH:19][CH:18]=[C:17]([NH2:21])[CH:16]=3)[N:9]=2)[CH:6]=[CH:5][CH:4]=[CH:3][CH:2]=1.[C:22]([CH2:24][C:25](O)=[O:26])#[N:23], predict the reaction product. The product is: [C:1]1([S:7][C:8]2[CH:13]=[CH:12][N:11]=[C:10]([NH:14][C:15]3[CH:16]=[C:17]([NH:21][C:25](=[O:26])[CH2:24][C:22]#[N:23])[CH:18]=[CH:19][CH:20]=3)[N:9]=2)[CH:6]=[CH:5][CH:4]=[CH:3][CH:2]=1. (3) Given the reactants [Cl-].[CH:2]1([NH:5][C:6](=[O:11])[CH2:7][CH2:8][CH2:9][NH3+:10])[CH2:4][CH2:3]1.[CH3:12][N:13]1[C:25]2[CH2:24][CH2:23][CH:22]([CH:26]3[CH2:31][CH2:30][O:29][CH2:28][CH2:27]3)[CH2:21][C:20]=2[C:19]2[C:14]1=[CH:15][CH:16]=[C:17]([C:32](O)=[O:33])[CH:18]=2.CCN(C(C)C)C(C)C.CN(C(ON1N=NC2C=CC=NC1=2)=[N+](C)C)C.F[P-](F)(F)(F)(F)F, predict the reaction product. The product is: [CH:2]1([NH:5][C:6](=[O:11])[CH2:7][CH2:8][CH2:9][NH:10][C:32]([C:17]2[CH:18]=[C:19]3[C:14](=[CH:15][CH:16]=2)[N:13]([CH3:12])[C:25]2[CH2:24][CH2:23][CH:22]([CH:26]4[CH2:31][CH2:30][O:29][CH2:28][CH2:27]4)[CH2:21][C:20]3=2)=[O:33])[CH2:4][CH2:3]1. (4) Given the reactants [CH3:1][O:2][C:3]([C:5]1[S:9][C:8]([N:10]2[CH2:15][CH2:14][NH:13][CH2:12][CH2:11]2)=[N:7][CH:6]=1)=[O:4].[F:16][C:17]1[CH:22]=[CH:21][C:20]([S:23](Cl)(=[O:25])=[O:24])=[CH:19][CH:18]=1.C(N(CC)CC)C.O, predict the reaction product. The product is: [CH3:1][O:2][C:3]([C:5]1[S:9][C:8]([N:10]2[CH2:11][CH2:12][N:13]([S:23]([C:20]3[CH:21]=[CH:22][C:17]([F:16])=[CH:18][CH:19]=3)(=[O:25])=[O:24])[CH2:14][CH2:15]2)=[N:7][CH:6]=1)=[O:4]. (5) Given the reactants [Br:1][C:2]1[CH:11]=[C:10]2[C:5]([CH:6]=[CH:7][N:8]=[C:9]2Cl)=[CH:4][C:3]=1[F:13].C([O-])(=[O:16])C.[NH4+], predict the reaction product. The product is: [Br:1][C:2]1[CH:11]=[C:10]2[C:5]([CH:6]=[CH:7][NH:8][C:9]2=[O:16])=[CH:4][C:3]=1[F:13]. (6) Given the reactants [N:1]([CH2:4][CH:5]1[NH:10][C:9]2[C:11](Br)=[CH:12][C:13]([F:15])=[CH:14][C:8]=2[O:7][CH2:6]1)=[N+:2]=[N-:3].[Cl:17][C:18]1[CH:23]=[CH:22][C:21](B(O)O)=[C:20]([CH3:27])[CH:19]=1, predict the reaction product. The product is: [N:1]([CH2:4][CH:5]1[NH:10][C:9]2[C:11]([C:21]3[CH:22]=[CH:23][C:18]([Cl:17])=[CH:19][C:20]=3[CH3:27])=[CH:12][C:13]([F:15])=[CH:14][C:8]=2[O:7][CH2:6]1)=[N+:2]=[N-:3]. (7) Given the reactants [Cl:1][C:2]1[CH:7]=[C:6](Cl)[C:5]([N+:9]([O-:11])=[O:10])=[CH:4][N:3]=1.[NH:12]1[CH2:17][CH2:16][CH2:15][C@H:14]([NH:18][C:19](=[O:25])[O:20][C:21]([CH3:24])([CH3:23])[CH3:22])[CH2:13]1.C(N(CC)CC)C, predict the reaction product. The product is: [Cl:1][C:2]1[CH:7]=[C:6]([N:12]2[CH2:17][CH2:16][CH2:15][C@H:14]([NH:18][C:19](=[O:25])[O:20][C:21]([CH3:23])([CH3:22])[CH3:24])[CH2:13]2)[C:5]([N+:9]([O-:11])=[O:10])=[CH:4][N:3]=1.